From a dataset of Full USPTO retrosynthesis dataset with 1.9M reactions from patents (1976-2016). Predict the reactants needed to synthesize the given product. (1) Given the product [CH3:42][O:43][C:44]1[CH:50]=[C:49]([N:51]2[CH2:52][CH2:53][N:54]([CH3:57])[CH2:55][CH2:56]2)[CH:48]=[CH:47][C:45]=1[NH:46][C:25]1[N:33]=[C:32]2[C:28]([N:29]([CH3:41])[C:30](=[O:40])[N:31]2[CH:34]2[CH2:39][CH2:38][NH:37][CH2:36][CH2:35]2)=[CH:27][N:26]=1, predict the reactants needed to synthesize it. The reactants are: O.C1(C)C=CC(S(O)(=O)=O)=CC=1.CC1C=CC(S(O)(=O)=O)=CC=1.Cl[C:25]1[N:33]=[C:32]2[C:28]([N:29]([CH3:41])[C:30](=[O:40])[N:31]2[CH:34]2[CH2:39][CH2:38][NH:37][CH2:36][CH2:35]2)=[CH:27][N:26]=1.[CH3:42][O:43][C:44]1[CH:50]=[C:49]([N:51]2[CH2:56][CH2:55][N:54]([CH3:57])[CH2:53][CH2:52]2)[CH:48]=[CH:47][C:45]=1[NH2:46]. (2) Given the product [C:1]([O:5][C:6]([N:8]1[CH2:12][CH2:11][C@H:10]([O:13][Si:14]([C:17]([CH3:20])([CH3:19])[CH3:18])([CH3:16])[CH3:15])[C@H:9]1[C@@H:21]([NH:23][C:31]1[CH:30]=[CH:29][C:26]([C:27]#[N:28])=[C:25]([Cl:24])[C:32]=1[CH3:33])[CH3:22])=[O:7])([CH3:4])([CH3:3])[CH3:2], predict the reactants needed to synthesize it. The reactants are: [C:1]([O:5][C:6]([N:8]1[CH2:12][CH2:11][C@H:10]([O:13][Si:14]([C:17]([CH3:20])([CH3:19])[CH3:18])([CH3:16])[CH3:15])[C@H:9]1[C@@H:21]([NH2:23])[CH3:22])=[O:7])([CH3:4])([CH3:3])[CH3:2].[Cl:24][C:25]1[C:32]([CH3:33])=[C:31](I)[CH:30]=[CH:29][C:26]=1[C:27]#[N:28].C([O-])([O-])=O.[Cs+].[Cs+]. (3) The reactants are: [F:1][C:2]1[CH:3]=[C:4]([CH:49]=[CH:50][CH:51]=1)[CH2:5][N:6]1[CH:10]=[C:9]([C:11]2[C:19]3[C:14](=[N:15][CH:16]=[C:17]([C:20]4[CH:25]=[CH:24][C:23]([N:26]5[CH2:31][CH2:30][N:29](C(OC(C)(C)C)=O)[CH2:28][CH2:27]5)=[CH:22][CH:21]=4)[CH:18]=3)[N:13]([S:39]([C:42]3[CH:48]=[CH:47][C:45]([CH3:46])=[CH:44][CH:43]=3)(=[O:41])=[O:40])[CH:12]=2)[CH:8]=[N:7]1. Given the product [F:1][C:2]1[CH:3]=[C:4]([CH:49]=[CH:50][CH:51]=1)[CH2:5][N:6]1[CH:10]=[C:9]([C:11]2[C:19]3[C:14](=[N:15][CH:16]=[C:17]([C:20]4[CH:25]=[CH:24][C:23]([N:26]5[CH2:27][CH2:28][NH:29][CH2:30][CH2:31]5)=[CH:22][CH:21]=4)[CH:18]=3)[N:13]([S:39]([C:42]3[CH:48]=[CH:47][C:45]([CH3:46])=[CH:44][CH:43]=3)(=[O:40])=[O:41])[CH:12]=2)[CH:8]=[N:7]1, predict the reactants needed to synthesize it. (4) Given the product [C:21]1([C:7]([B:27]([OH:33])[OH:28])=[C:8]([C:15]2[CH:20]=[CH:19][CH:18]=[CH:17][CH:16]=2)[C:9]2[CH:14]=[CH:13][CH:12]=[CH:11][CH:10]=2)[CH:26]=[CH:25][CH:24]=[CH:23][CH:22]=1, predict the reactants needed to synthesize it. The reactants are: C([Li])CCC.Br[C:7]([C:21]1[CH:26]=[CH:25][CH:24]=[CH:23][CH:22]=1)=[C:8]([C:15]1[CH:20]=[CH:19][CH:18]=[CH:17][CH:16]=1)[C:9]1[CH:14]=[CH:13][CH:12]=[CH:11][CH:10]=1.[B:27](OCCCC)([O:33]CCCC)[O:28]CCCC.Cl. (5) The reactants are: [CH:1]1[C:2]([C:10]([O:12][CH2:13][CH3:14])=[O:11])=[CH:3][N:4]2[C:9]=1[CH:8]=[CH:7][CH:6]=[CH:5]2.F[B-](F)(F)F.C1(P(C2CCCC2)C2CCCC2)CCCC1.C([O-])([O-])=O.[Cs+].[Cs+].Cl[C:43]1[CH:48]=[CH:47][N:46]=[CH:45][CH:44]=1. Given the product [N:46]1[CH:47]=[CH:48][C:43]([C:3]2[N:4]3[C:9]([CH:8]=[CH:7][CH:6]=[CH:5]3)=[CH:1][C:2]=2[C:10]([O:12][CH2:13][CH3:14])=[O:11])=[CH:44][CH:45]=1, predict the reactants needed to synthesize it. (6) The reactants are: O[CH2:2][C:3]([C:5]1[CH:10]=[CH:9][CH:8]=[CH:7][CH:6]=1)=[O:4].[C:11]([O-:14])([O-])=O.[K+].[K+].BrC[C:19]1[C:20]([CH2:25]Br)=[CH:21][CH:22]=[CH:23][CH:24]=1.[NH:27]1[CH2:31][CH2:30][CH2:29][CH2:28]1. Given the product [C:3]([C:5]1[CH:6]=[CH:7][C:8]([O:14][CH2:11][C:23]2[CH:24]=[CH:19][C:20]([CH2:25][N:27]3[CH2:31][CH2:30][CH2:29][CH2:28]3)=[CH:21][CH:22]=2)=[CH:9][CH:10]=1)(=[O:4])[CH3:2], predict the reactants needed to synthesize it. (7) Given the product [C:1]([O:5][C:6](=[O:16])[NH:7][C:8]1[S:9][C:10]([CH2:13][CH2:14][NH:15][CH2:23][CH:20]2[CH2:21][CH2:22][O:17][CH2:18][CH2:19]2)=[CH:11][N:12]=1)([CH3:4])([CH3:2])[CH3:3], predict the reactants needed to synthesize it. The reactants are: [C:1]([O:5][C:6](=[O:16])[NH:7][C:8]1[S:9][C:10]([CH2:13][CH2:14][NH2:15])=[CH:11][N:12]=1)([CH3:4])([CH3:3])[CH3:2].[O:17]1[CH2:22][CH2:21][CH:20]([CH:23]=O)[CH2:19][CH2:18]1.ClC(Cl)C.[BH-](OC(C)=O)(OC(C)=O)OC(C)=O.[Na+].